Dataset: Retrosynthesis with 50K atom-mapped reactions and 10 reaction types from USPTO. Task: Predict the reactants needed to synthesize the given product. (1) Given the product COC(=O)c1cc(Cn2ccnn2)ccc1OC, predict the reactants needed to synthesize it. The reactants are: COC(=O)c1cc(CCl)ccc1OC.c1c[nH]nn1. (2) Given the product CS(=O)(=O)NCCC(N)c1ccc(Cl)cc1, predict the reactants needed to synthesize it. The reactants are: CC(C)(C)OC(=O)NC(CCNS(C)(=O)=O)c1ccc(Cl)cc1.